From a dataset of Reaction yield outcomes from USPTO patents with 853,638 reactions. Predict the reaction yield, written as a fraction of the theoretical maximum amount of product (1.0 means a 100% yield; for example, 0.34 means a 34% yield). (1) The product is [Cl:1][C:2]1[C:3]([C:22]2[C:27]([CH3:28])=[CH:26][C:25]([CH3:29])=[CH:24][N:23]=2)=[CH:4][C:5]([N:8]2[CH2:13][CH2:12][N:11]3[CH:14]=[C:15]([C:17]([OH:19])=[O:18])[N:16]=[C:10]3[CH2:9]2)=[N:6][CH:7]=1. The yield is 0.700. The reactants are [Cl:1][C:2]1[C:3]([C:22]2[C:27]([CH3:28])=[CH:26][C:25]([CH3:29])=[CH:24][N:23]=2)=[CH:4][C:5]([N:8]2[CH2:13][CH2:12][N:11]3[CH:14]=[C:15]([C:17]([O:19]CC)=[O:18])[N:16]=[C:10]3[CH2:9]2)=[N:6][CH:7]=1.C(Cl)Cl.CO.Cl. The catalyst is C1COCC1.[Li+].[OH-]. (2) The reactants are [CH3:1][N:2]([CH2:4][C:5]1[CH:23]=[CH:22][C:8](/[CH:9]=[N:10]/[C:11]2[CH:19]=[C:18]([F:20])[CH:17]=[C:16]3[C:12]=2[CH2:13][O:14][C:15]3=[O:21])=[CH:7][CH:6]=1)[CH3:3].[CH3:24][N:25]([CH2:27][C:28]1[CH:35]=[CH:34][C:31]([CH:32]=O)=[CH:30][CH:29]=1)[CH3:26].[O-:36][CH2:37][CH3:38].[Na+].C(O)C. The catalyst is C(OCC)(=O)CC. The product is [CH3:1][N:2]([CH2:4][C:5]1[CH:23]=[CH:22][C:8]([CH:9]2[CH:32]([C:31]3[CH:34]=[CH:35][C:28]([CH2:27][N:25]([CH3:24])[CH3:26])=[CH:29][CH:30]=3)[C:37](=[O:36])[C:38]3[C:16]([C:15]([O:14][CH2:13][CH3:12])=[O:21])=[CH:17][C:18]([F:20])=[CH:19][C:11]=3[NH:10]2)=[CH:7][CH:6]=1)[CH3:3]. The yield is 0.330. (3) The reactants are Br[C:2]1[C:10]2[CH2:9][CH2:8][N:7]([C:11]3[CH:16]=[CH:15][C:14]([N:17]4[CH2:22][CH2:21][CH2:20][CH2:19][C:18]4=[O:23])=[CH:13][CH:12]=3)[C:6](=[O:24])[C:5]=2[N:4]([C:25]2[CH:30]=[CH:29][C:28]([O:31][CH3:32])=[CH:27][CH:26]=2)[N:3]=1.CNC.CC(C)([O-])C.[Na+].C1(P(C2CCCCC2)C2C=CC=CC=2C2C=CC=CC=2N(C)C)CCCCC1. The catalyst is C1(C)C=CC=CC=1.O1CCOCC1. The product is [CH3:32][O:31][C:28]1[CH:27]=[CH:26][C:25]([N:4]2[C:5]3[C:6](=[O:24])[N:7]([C:11]4[CH:16]=[CH:15][C:14]([N:17]5[CH2:22][CH2:21][CH2:20][CH2:19][C:18]5=[O:23])=[CH:13][CH:12]=4)[CH2:8][CH2:9][C:10]=3[CH:2]=[N:3]2)=[CH:30][CH:29]=1. The yield is 0.180. (4) The reactants are [CH3:1][C:2]1([CH3:39])[N:6]([C:7]([O:9][C:10]([CH3:13])([CH3:12])[CH3:11])=[O:8])[C@@:5]([CH3:38])([C:14]2[S:15][C:16]([C:19]3[CH:24]=[CH:23][C:22]([O:25][CH2:26][CH2:27][CH2:28][CH2:29][CH2:30][CH2:31][CH2:32][CH3:33])=[C:21]([C:34]([F:37])([F:36])[F:35])[CH:20]=3)=[N:17][N:18]=2)[CH2:4][O:3]1.[C:40](#N)[CH3:41].O. The yield is 0.750. The product is [CH3:39][C:2]1([CH3:1])[N:6]([C:7]([O:9][C:10]([CH3:11])([CH3:12])[CH3:13])=[O:8])[C@@:5]([CH3:38])([C:14]2[S:15][C:16]([C:19]3[CH:24]=[CH:23][C:22]([O:25][CH2:26][CH2:27][CH2:28][CH2:29][C:30]4[CH:41]=[CH:40][CH:33]=[CH:32][CH:31]=4)=[C:21]([C:34]([F:37])([F:36])[F:35])[CH:20]=3)=[N:17][N:18]=2)[CH2:4][O:3]1. No catalyst specified. (5) The reactants are [F:1][C:2]([F:8])([F:7])[C:3](OC)=[O:4].C(N(CC)CC)C.[C:16]([C:24]1[CH:35]=[CH:34][C:27]([CH2:28][C@@H:29]([C:31]([OH:33])=[O:32])[NH2:30])=[CH:26][CH:25]=1)(=[O:23])[C:17]1[CH:22]=[CH:21][CH:20]=[CH:19][CH:18]=1.Cl. The catalyst is CO.C(OCC)(=O)C. The product is [F:8][C:2]([F:1])([F:7])[C:3]([NH:30][C@H:29]([C:31]([OH:33])=[O:32])[CH2:28][C:27]1[CH:26]=[CH:25][C:24]([C:16](=[O:23])[C:17]2[CH:22]=[CH:21][CH:20]=[CH:19][CH:18]=2)=[CH:35][CH:34]=1)=[O:4]. The yield is 0.180. (6) The reactants are [CH3:1][C:2]1[O:6][N:5]=[C:4]([C:7]([F:10])([F:9])[F:8])[C:3]=1[CH2:11]O.P(Br)(Br)[Br:14].O. The catalyst is C(OCC)C. The product is [Br:14][CH2:11][C:3]1[C:4]([C:7]([F:10])([F:9])[F:8])=[N:5][O:6][C:2]=1[CH3:1]. The yield is 0.740. (7) The yield is 0.940. The reactants are [CH:1]([N:5]1[CH2:9][CH2:8][CH2:7][C:6]1=[O:10])=[CH:2][CH2:3][CH3:4].[C:11](OC)(=[O:18])[C:12]1[CH:17]=[CH:16][CH:15]=[N:14][CH:13]=1. The catalyst is CN(C)C=O. The product is [CH:1]([N:5]1[CH2:9][CH2:8][CH:7]([C:11](=[O:18])[C:12]2[CH:17]=[CH:16][CH:15]=[N:14][CH:13]=2)[C:6]1=[O:10])=[CH:2][CH2:3][CH3:4]. (8) The reactants are [CH3:1][O:2][C:3]1[CH:4]=[C:5]2[C:10](=[CH:11][CH:12]=1)[N:9]=[C:8]([CH3:13])[CH:7]=[CH:6]2.C1C(=O)N([Br:21])C(=O)C1.CC(N=NC(C#N)(C)C)(C#N)C. The catalyst is ClC1C=CC=CC=1. The product is [CH3:1][O:2][C:3]1[CH:4]=[C:5]2[C:10](=[CH:11][CH:12]=1)[N:9]=[C:8]([CH2:13][Br:21])[CH:7]=[CH:6]2. The yield is 0.280. (9) The reactants are Br[C:2]([CH3:9])([CH3:8])[C:3]([O:5][CH2:6][CH3:7])=[O:4].C(N(C(C)C)CC)(C)C.[CH:19]1([C:22]2[C:31]3[C:26](=[CH:27][CH:28]=[CH:29][CH:30]=3)[C:25]([N:32]3[C:36]([C:37]([F:40])([F:39])[F:38])=[N:35][N:34]=[C:33]3[SH:41])=[CH:24][CH:23]=2)[CH2:21][CH2:20]1. The catalyst is CN(C=O)C. The product is [CH:19]1([C:22]2[C:31]3[C:26](=[CH:27][CH:28]=[CH:29][CH:30]=3)[C:25]([N:32]3[C:36]([C:37]([F:38])([F:40])[F:39])=[N:35][N:34]=[C:33]3[S:41][C:2]([CH3:9])([CH3:8])[C:3]([O:5][CH2:6][CH3:7])=[O:4])=[CH:24][CH:23]=2)[CH2:20][CH2:21]1. The yield is 0.370.